This data is from Forward reaction prediction with 1.9M reactions from USPTO patents (1976-2016). The task is: Predict the product of the given reaction. (1) The product is: [Cl:1][C:2]1[CH:3]=[C:4]2[C:9](=[C:10]([Cl:12])[CH:11]=1)[CH2:8][N:7]([CH3:13])[CH2:6][CH:5]2[C:14]1[CH:19]=[CH:18][C:17]([NH2:20])=[CH:16][CH:15]=1. Given the reactants [Cl:1][C:2]1[CH:3]=[C:4]2[C:9](=[C:10]([Cl:12])[CH:11]=1)[CH2:8][N:7]([CH3:13])[CH2:6][CH:5]2[C:14]1[CH:19]=[CH:18][C:17]([NH:20]C(=O)C)=[CH:16][CH:15]=1.C([O-])C.[Na+], predict the reaction product. (2) Given the reactants [C:1]([Si:5]([C:25]1[CH:30]=[CH:29][CH:28]=[CH:27][CH:26]=1)([C:19]1[CH:24]=[CH:23][CH:22]=[CH:21][CH:20]=1)[O:6][CH:7]1[CH2:12][CH2:11][CH:10]([CH:13]2[CH2:17][CH2:16][NH:15][C:14]2=[O:18])[CH2:9][CH2:8]1)([CH3:4])([CH3:3])[CH3:2].[H-].[Na+].Br[CH2:34][C:35]1[C:40]([Cl:41])=[CH:39][C:38]([O:42][CH2:43][C:44]2[CH:49]=[CH:48][CH:47]=[CH:46][CH:45]=2)=[CH:37][C:36]=1[Cl:50], predict the reaction product. The product is: [CH2:43]([O:42][C:38]1[CH:37]=[C:36]([Cl:50])[C:35]([CH2:34][N:15]2[CH2:16][CH2:17][CH:13]([CH:10]3[CH2:11][CH2:12][CH:7]([O:6][Si:5]([C:1]([CH3:4])([CH3:2])[CH3:3])([C:19]4[CH:20]=[CH:21][CH:22]=[CH:23][CH:24]=4)[C:25]4[CH:30]=[CH:29][CH:28]=[CH:27][CH:26]=4)[CH2:8][CH2:9]3)[C:14]2=[O:18])=[C:40]([Cl:41])[CH:39]=1)[C:44]1[CH:45]=[CH:46][CH:47]=[CH:48][CH:49]=1. (3) Given the reactants [CH3:1][OH:2].[CH3:3][C:4]([CH3:14])=[CH:5][CH:6]1[CH:8]([C:9](Cl)=[O:10])[C:7]1([CH3:13])[CH3:12], predict the reaction product. The product is: [CH3:3][C:4]([CH3:14])=[CH:5][CH:6]1[CH:8]([C:9]([O:2][CH3:1])=[O:10])[C:7]1([CH3:13])[CH3:12]. (4) Given the reactants [Cl:1][C:2]1[C:7]([C:8]([CH3:10])=[CH2:9])=[CH:6][C:5]([NH:11][C:12](=[O:14])[CH3:13])=[C:4]([O:15][CH3:16])[CH:3]=1.[CH2:17](I)I.[Zn](CC)CC, predict the reaction product. The product is: [Cl:1][C:2]1[C:7]([C:8]2([CH3:17])[CH2:10][CH2:9]2)=[CH:6][C:5]([NH:11][C:12](=[O:14])[CH3:13])=[C:4]([O:15][CH3:16])[CH:3]=1.